The task is: Predict hERG channel inhibition at various concentrations.. This data is from hERG Central: cardiac toxicity at 1µM, 10µM, and general inhibition. (1) The compound is CC(C)(CNC(=O)c1cc(-c2ccc(Cl)s2)nc2ccccc12)N1CCOCC1. Results: hERG_inhib (hERG inhibition (general)): blocker. (2) The drug is COc1ccc2[nH]c3c(NCCN4CCCCC4)ncnc3c2c1. Results: hERG_inhib (hERG inhibition (general)): blocker. (3) The drug is O=C(N/C(=C\c1ccc([N+](=O)[O-])cc1)C(=O)N1CCOCC1)c1ccco1. Results: hERG_inhib (hERG inhibition (general)): blocker. (4) The compound is CCOC(=O)CSc1nnc(-c2ccco2)n1-c1ccc(C)cc1. Results: hERG_inhib (hERG inhibition (general)): blocker.